Dataset: NCI-60 drug combinations with 297,098 pairs across 59 cell lines. Task: Regression. Given two drug SMILES strings and cell line genomic features, predict the synergy score measuring deviation from expected non-interaction effect. (1) Drug 1: C1CCN(CC1)CCOC2=CC=C(C=C2)C(=O)C3=C(SC4=C3C=CC(=C4)O)C5=CC=C(C=C5)O. Drug 2: CC1=CC2C(CCC3(C2CCC3(C(=O)C)OC(=O)C)C)C4(C1=CC(=O)CC4)C. Cell line: ACHN. Synergy scores: CSS=-8.09, Synergy_ZIP=3.43, Synergy_Bliss=-1.22, Synergy_Loewe=-9.50, Synergy_HSA=-8.66. (2) Drug 1: CC(CN1CC(=O)NC(=O)C1)N2CC(=O)NC(=O)C2. Drug 2: CC1=C(C(=CC=C1)Cl)NC(=O)C2=CN=C(S2)NC3=CC(=NC(=N3)C)N4CCN(CC4)CCO. Cell line: LOX IMVI. Synergy scores: CSS=57.6, Synergy_ZIP=-0.624, Synergy_Bliss=3.65, Synergy_Loewe=4.07, Synergy_HSA=8.42. (3) Drug 1: C#CCC(CC1=CN=C2C(=N1)C(=NC(=N2)N)N)C3=CC=C(C=C3)C(=O)NC(CCC(=O)O)C(=O)O. Drug 2: CC(C)CN1C=NC2=C1C3=CC=CC=C3N=C2N. Cell line: EKVX. Synergy scores: CSS=2.66, Synergy_ZIP=-0.0247, Synergy_Bliss=-0.756, Synergy_Loewe=3.11, Synergy_HSA=-3.24.